Dataset: Forward reaction prediction with 1.9M reactions from USPTO patents (1976-2016). Task: Predict the product of the given reaction. (1) Given the reactants C[O:2][C:3]1[CH:12]=[CH:11][C:10]2[C:5](=[CH:6][CH:7]=[C:8]([C:13]3[CH:18]=[CH:17][C:16]([O:19]C)=[CH:15][CH:14]=3)[CH:9]=2)[CH:4]=1.Cl.[NH+]1C=CC=CC=1, predict the reaction product. The product is: [OH:19][C:16]1[CH:17]=[CH:18][C:13]([C:8]2[CH:9]=[C:10]3[C:5](=[CH:6][CH:7]=2)[CH:4]=[C:3]([OH:2])[CH:12]=[CH:11]3)=[CH:14][CH:15]=1. (2) Given the reactants [CH2:1]([NH:8][C:9]([C:11]1[S:15][C:14]([C:16]2[CH:21]=[N:20][C:19](Br)=[CH:18][N:17]=2)=[N:13][C:12]=1[CH3:23])=[O:10])[C:2]1[CH:7]=[CH:6][CH:5]=[CH:4][CH:3]=1.C([O-])([O-])=O.[Na+].[Na+].[C:30]1([CH2:36]/[CH:37]=[CH:38]/B(O)O)[CH:35]=[CH:34][CH:33]=[CH:32][CH:31]=1.O, predict the reaction product. The product is: [CH2:1]([NH:8][C:9]([C:11]1[S:15][C:14]([C:16]2[CH:21]=[N:20][C:19](/[CH:38]=[CH:37]/[CH2:36][C:30]3[CH:35]=[CH:34][CH:33]=[CH:32][CH:31]=3)=[CH:18][N:17]=2)=[N:13][C:12]=1[CH3:23])=[O:10])[C:2]1[CH:7]=[CH:6][CH:5]=[CH:4][CH:3]=1. (3) Given the reactants [CH:1]1([O:6][C:7]2[CH:12]=[CH:11][C:10]([F:13])=[CH:9][C:8]=2[N:14]2[CH2:19][CH2:18][N:17]([CH2:20][CH2:21][CH2:22][N:23]3[C:31](=[O:32])[CH:30]4[CH:25]([CH2:26][CH:27]5[O:33][CH:28]5[CH2:29]4)[C:24]3=[O:34])[CH2:16][CH2:15]2)[CH2:5][CH2:4][CH2:3][CH2:2]1.C(S(F)(F)([F:41])(CC)N)C, predict the reaction product. The product is: [CH:1]1([O:6][C:7]2[CH:12]=[CH:11][C:10]([F:13])=[CH:9][C:8]=2[N:14]2[CH2:19][CH2:18][N:17]([CH2:20][CH2:21][CH2:22][N:23]3[C:31](=[O:32])[CH:30]4[CH:25]([CH2:26][CH:27]([OH:33])[CH:28]([F:41])[CH2:29]4)[C:24]3=[O:34])[CH2:16][CH2:15]2)[CH2:5][CH2:4][CH2:3][CH2:2]1. (4) Given the reactants [C@H:1]12[CH2:6][C@H:5]1[CH2:4][NH:3][C@@H:2]2[CH2:7][NH:8][C:9]([C:11]1[CH:12]=[CH:13][CH:14]=[C:15]2[O:19][CH:18]=[CH:17][C:16]=12)=[O:10].[C:20]1([C:29]2[CH:34]=[CH:33][CH:32]=[CH:31][CH:30]=2)[C:21]([C:26](O)=[O:27])=[CH:22][CH:23]=[CH:24][CH:25]=1, predict the reaction product. The product is: [C:20]1([C:29]2[CH:34]=[CH:33][CH:32]=[CH:31][CH:30]=2)[C:21]([C:26]([N:3]2[CH2:4][C@H:5]3[C@H:1]([CH2:6]3)[C@H:2]2[CH2:7][NH:8][C:9]([C:11]2[CH:12]=[CH:13][CH:14]=[C:15]3[O:19][CH:18]=[CH:17][C:16]=23)=[O:10])=[O:27])=[CH:22][CH:23]=[CH:24][CH:25]=1. (5) Given the reactants [CH3:1][NH:2][C:3]1[C:8]([NH2:9])=[CH:7][C:6]([C:10]([F:13])([F:12])[F:11])=[CH:5][N:4]=1.[Cl:14][C:15]1[C:20]([C:21](O)=[O:22])=[CH:19][N:18]=[CH:17][CH:16]=1.CCN=C=NCCCN(C)C.Cl.C1C=CC2N(O)N=NC=2C=1, predict the reaction product. The product is: [CH3:1][NH:2][C:3]1[C:8]([NH:9][C:21]([C:20]2[CH:19]=[N:18][CH:17]=[CH:16][C:15]=2[Cl:14])=[O:22])=[CH:7][C:6]([C:10]([F:13])([F:11])[F:12])=[CH:5][N:4]=1.